Predict which catalyst facilitates the given reaction. From a dataset of Catalyst prediction with 721,799 reactions and 888 catalyst types from USPTO. (1) Reactant: [F:1][C:2]([F:20])([F:19])[C:3]([NH:5][CH:6]1[C:14]2[C:9](=[CH:10][C:11]([C:15](=[N:17][OH:18])[NH2:16])=[CH:12][CH:13]=2)[CH2:8][CH2:7]1)=[O:4].[C:21](Cl)(=O)[CH2:22][CH2:23][CH2:24][CH2:25][CH2:26][CH2:27][CH3:28]. Product: [F:1][C:2]([F:19])([F:20])[C:3]([NH:5][CH:6]1[C:14]2[C:9](=[CH:10][C:11]([C:15]3[N:16]=[C:21]([CH2:22][CH2:23][CH2:24][CH2:25][CH2:26][CH2:27][CH3:28])[O:18][N:17]=3)=[CH:12][CH:13]=2)[CH2:8][CH2:7]1)=[O:4]. The catalyst class is: 228. (2) Reactant: [Cl:1][C:2]1[C:11]([O:12]C)=[C:10]([O:14]C)[CH:9]=[C:8]2[C:3]=1[CH2:4][CH2:5][NH:6][C:7]2=[O:16]. Product: [Cl:1][C:2]1[C:11]([OH:12])=[C:10]([OH:14])[CH:9]=[C:8]2[C:3]=1[CH2:4][CH2:5][NH:6][C:7]2=[O:16]. The catalyst class is: 98. (3) Reactant: [NH2:1][C:2]1[CH:7]=[CH:6][CH:5]=[CH:4][N:3]=1.Cl[C:9]([O:11][C:12]1[CH:17]=[CH:16][C:15]([N+:18]([O-:20])=[O:19])=[CH:14][CH:13]=1)=[O:10].C(N(CC)C(C)C)(C)C.O. Product: [N+:18]([C:15]1[CH:14]=[CH:13][C:12]([O:11][C:9](=[O:10])[NH:1][C:2]2[CH:7]=[CH:6][CH:5]=[CH:4][N:3]=2)=[CH:17][CH:16]=1)([O-:20])=[O:19]. The catalyst class is: 4. (4) Reactant: [NH:1]1[C:9]2[C:4](=[CH:5][C:6]([NH:10][CH:11]3[CH2:16][CH2:15][C:14](=O)[CH2:13][CH2:12]3)=[CH:7][CH:8]=2)[CH:3]=[N:2]1.[CH2:18]([NH2:25])[C:19]1[CH:24]=[CH:23][CH:22]=[CH:21][CH:20]=1.C(O[BH-](OC(=O)C)OC(=O)C)(=O)C.[Na+].Cl.CO. Product: [CH2:18]([NH:25][CH:14]1[CH2:15][CH2:16][CH:11]([NH:10][C:6]2[CH:5]=[C:4]3[C:9](=[CH:8][CH:7]=2)[NH:1][N:2]=[CH:3]3)[CH2:12][CH2:13]1)[C:19]1[CH:24]=[CH:23][CH:22]=[CH:21][CH:20]=1. The catalyst class is: 5. (5) Reactant: C(OC([N:8]1[CH2:13][CH2:12][CH:11]([O:14][C:15]2[C:24]3[C:19](=[CH:20][CH:21]=[C:22](/[CH:25]=[C:26]4/[C:27](=[O:32])[N:28]=[C:29]([NH2:31])[S:30]/4)[CH:23]=3)[N:18]=[CH:17][C:16]=2[C:33]#[N:34])[CH2:10][CH2:9]1)=O)(C)(C)C.[ClH:35]. Product: [ClH:35].[NH2:31][C:29]1[S:30]/[C:26](=[CH:25]\[C:22]2[CH:23]=[C:24]3[C:19](=[CH:20][CH:21]=2)[N:18]=[CH:17][C:16]([C:33]#[N:34])=[C:15]3[O:14][CH:11]2[CH2:12][CH2:13][NH:8][CH2:9][CH2:10]2)/[C:27](=[O:32])[N:28]=1. The catalyst class is: 12.